From a dataset of Full USPTO retrosynthesis dataset with 1.9M reactions from patents (1976-2016). Predict the reactants needed to synthesize the given product. (1) Given the product [C:1]1([C:7]2[N:11]([CH2:12][C:13]3[CH:18]=[CH:17][C:16]([C:19]([F:21])([F:20])[F:22])=[CH:15][CH:14]=3)[C:10]([C:23]3[CH:24]=[C:25]4[C:30](=[CH:31][CH:32]=3)[CH:29]=[C:28]([O:33][CH2:34][C:35]3[NH:41][N:40]=[N:39][N:36]=3)[CH:27]=[CH:26]4)=[CH:9][CH:8]=2)[CH:2]=[CH:3][CH:4]=[CH:5][CH:6]=1, predict the reactants needed to synthesize it. The reactants are: [C:1]1([C:7]2[N:11]([CH2:12][C:13]3[CH:18]=[CH:17][C:16]([C:19]([F:22])([F:21])[F:20])=[CH:15][CH:14]=3)[C:10]([C:23]3[CH:24]=[C:25]4[C:30](=[CH:31][CH:32]=3)[CH:29]=[C:28]([O:33][CH2:34][C:35]#[N:36])[CH:27]=[CH:26]4)=[CH:9][CH:8]=2)[CH:6]=[CH:5][CH:4]=[CH:3][CH:2]=1.[Cl-].[NH4+].[N-:39]=[N+:40]=[N-:41].[Na+].Cl. (2) Given the product [C:1]([C:3]1[C:4]([N:18]2[CH2:19][CH:20]([C:22]([NH:36][S:33]([CH2:32][C:29]3[CH:30]=[CH:31][C:26]([F:25])=[CH:27][CH:28]=3)(=[O:35])=[O:34])=[O:23])[CH2:21]2)=[N:5][C:6]([C:14]([F:17])([F:15])[F:16])=[C:7]([CH:8]=1)[C:9]([O:11][CH2:12][CH3:13])=[O:10])#[N:2], predict the reactants needed to synthesize it. The reactants are: [C:1]([C:3]1[C:4]([N:18]2[CH2:21][CH:20]([C:22](O)=[O:23])[CH2:19]2)=[N:5][C:6]([C:14]([F:17])([F:16])[F:15])=[C:7]([C:9]([O:11][CH2:12][CH3:13])=[O:10])[CH:8]=1)#[N:2].[F:25][C:26]1[CH:31]=[CH:30][C:29]([CH2:32][S:33]([NH2:36])(=[O:35])=[O:34])=[CH:28][CH:27]=1. (3) The reactants are: [Br:1][C:2]1[S:6][C:5]([C:7]2[N:11]([C:12]3[CH:17]=[CH:16][CH:15]=[CH:14][C:13]=3[Cl:18])[N:10]=[C:9]([OH:19])[CH:8]=2)=[CH:4][CH:3]=1.C([O-])([O-])=O.[K+].[K+].Br[CH2:27][C:28]([O:30][CH3:31])=[O:29]. Given the product [CH3:31][O:30][C:28](=[O:29])[CH2:27][O:19][C:9]1[CH:8]=[C:7]([C:5]2[S:6][C:2]([Br:1])=[CH:3][CH:4]=2)[N:11]([C:12]2[CH:17]=[CH:16][CH:15]=[CH:14][C:13]=2[Cl:18])[N:10]=1, predict the reactants needed to synthesize it. (4) Given the product [OH:28][NH:27][C:1]([C:2]1[CH:7]=[C:6]2[C:5](=[CH:4][CH:3]=1)[N:59]([S:15]([C:9]1[CH:14]=[CH:13][CH:12]=[CH:11][CH:10]=1)(=[O:17])=[O:16])[CH:54]=[CH:55]2)=[O:69], predict the reactants needed to synthesize it. The reactants are: [CH2:1](Cl)[C:2]1[CH:7]=[CH:6][CH:5]=[CH:4][CH:3]=1.[C:9]1([S:15](Cl)(=[O:17])=[O:16])[CH:14]=[CH:13][CH:12]=[CH:11][CH:10]=1.CC([O-])(C)C.[K+].[Li+].[OH-].[NH2:27][O:28]C1CCCCO1.C1CN([P+](ON2N=[N:59][C:54]3[CH:55]=CC=CC2=3)(N2CCCC2)N2CCCC2)CC1.F[P-](F)(F)(F)(F)F.C(O)(C(F)(F)F)=[O:69]. (5) Given the product [CH3:36][NH:37][C:38]1[N:43]=[C:42]([CH2:44][CH2:45][O:15][C:16]2[CH:17]=[CH:18][C:19]([CH2:22][CH:23]([C:30]3[CH:35]=[CH:34][CH:33]=[CH:32][N:31]=3)[CH2:24][C:25]([O:27][CH2:28][CH3:29])=[O:26])=[CH:20][CH:21]=2)[CH:41]=[CH:40][CH:39]=1, predict the reactants needed to synthesize it. The reactants are: N(C(OC(C)C)=O)=NC(OC(C)C)=O.[OH:15][C:16]1[CH:21]=[CH:20][C:19]([CH2:22][CH:23]([C:30]2[CH:35]=[CH:34][CH:33]=[CH:32][N:31]=2)[CH2:24][C:25]([O:27][CH2:28][CH3:29])=[O:26])=[CH:18][CH:17]=1.[CH3:36][NH:37][C:38]1[N:43]=[C:42]([CH:44](O)[CH3:45])[CH:41]=[CH:40][CH:39]=1.C1(P(C2C=CC=CC=2)C2C=CC=CC=2)C=CC=CC=1. (6) Given the product [CH3:28][N:29]1[CH2:34][CH2:33][N:32]([CH2:26][C:24]2[S:25][C:8]3[C:7]([N:4]4[CH2:3][CH2:2][O:1][CH2:6][CH2:5]4)=[N:12][C:11]([C:13]4[CH:22]=[CH:21][CH:20]=[C:19]5[C:14]=4[CH:15]=[CH:16][CH:17]=[N:18]5)=[N:10][C:9]=3[CH:23]=2)[CH2:31][CH2:30]1, predict the reactants needed to synthesize it. The reactants are: [O:1]1[CH2:6][CH2:5][N:4]([C:7]2[C:8]3[S:25][C:24]([CH:26]=O)=[CH:23][C:9]=3[N:10]=[C:11]([C:13]3[CH:22]=[CH:21][CH:20]=[C:19]4[C:14]=3[CH:15]=[CH:16][CH:17]=[N:18]4)[N:12]=2)[CH2:3][CH2:2]1.[CH3:28][N:29]1[CH2:34][CH2:33][NH:32][CH2:31][CH2:30]1.